From a dataset of Full USPTO retrosynthesis dataset with 1.9M reactions from patents (1976-2016). Predict the reactants needed to synthesize the given product. Given the product [F:12][CH:2]([F:1])[C:3]1[N:4]=[C:5]([CH3:11])[S:6][C:7]=1[C:8]([NH:20][CH:18]([CH3:19])[CH2:17][CH2:16][CH2:15][Si:14]([CH3:22])([CH3:21])[CH3:13])=[O:10], predict the reactants needed to synthesize it. The reactants are: [F:1][CH:2]([F:12])[C:3]1[N:4]=[C:5]([CH3:11])[S:6][C:7]=1[C:8]([OH:10])=O.[CH3:13][Si:14]([CH3:22])([CH3:21])[CH2:15][CH2:16][CH2:17][CH:18]([NH2:20])[CH3:19].C1CN([P+](Br)(N2CCCC2)N2CCCC2)CC1.F[P-](F)(F)(F)(F)F.C(NC(C)C)(C)C.